This data is from Full USPTO retrosynthesis dataset with 1.9M reactions from patents (1976-2016). The task is: Predict the reactants needed to synthesize the given product. (1) Given the product [ClH:35].[NH2:16][C@H:15]([C:24](=[O:26])[N:36]1[CH2:40][CH2:39][CH2:38][CH2:37]1)[CH2:14][CH2:13][CH2:12][NH:11][S:32]([CH:27]1[CH2:31][CH2:30][CH2:29][CH2:28]1)(=[O:34])=[O:33], predict the reactants needed to synthesize it. The reactants are: C(OC([NH:11][CH2:12][CH2:13][CH2:14][C@@H:15]([C:24]([OH:26])=O)[NH:16]C(OC(C)(C)C)=O)=O)C1C=CC=CC=1.[CH:27]1([S:32]([Cl:35])(=[O:34])=[O:33])[CH2:31][CH2:30][CH2:29][CH2:28]1.[NH:36]1[CH2:40][CH2:39][CH2:38][CH2:37]1. (2) The reactants are: [CH:1]1([OH:16])[CH2:15][CH2:14][CH2:13][CH2:12][CH2:11][CH2:10][CH2:9][CH2:8][CH2:7][CH2:6][CH2:5][CH2:4][CH2:3][CH2:2]1.[C:17]([O:20][CH:21]1[CH:26]([N:27]([CH3:29])[CH3:28])[CH2:25][CH:24]([CH3:30])[O:23][CH:22]1F)(=[O:19])[CH3:18].B(F)(F)F.CCOCC. Given the product [C:17]([O:20][CH:21]1[CH:26]([N:27]([CH3:28])[CH3:29])[CH2:25][CH:24]([CH3:30])[O:23][CH:22]1[O:16][CH:1]1[CH2:15][CH2:14][CH2:13][CH2:12][CH2:11][CH2:10][CH2:9][CH2:8][CH2:7][CH2:6][CH2:5][CH2:4][CH2:3][CH2:2]1)(=[O:19])[CH3:18], predict the reactants needed to synthesize it. (3) Given the product [C:1]([NH:32][C:33]1[N:37]([CH:38]2[CH2:43][CH2:42][CH2:41][N:40]([C:44]([O:46][C:47]([CH3:48])([CH3:49])[CH3:50])=[O:45])[CH2:39]2)[C:36]2[CH:51]=[CH:52][CH:53]=[CH:54][C:35]=2[N:34]=1)(=[O:9])[C:2]1[CH:7]=[CH:6][CH:5]=[N:4][CH:3]=1, predict the reactants needed to synthesize it. The reactants are: [C:1]([OH:9])(=O)[C:2]1[CH:7]=[CH:6][CH:5]=[N:4][CH:3]=1.CCN=C=NCCCN(C)C.Cl.C1C=CC2N(O)N=NC=2C=1.[NH:32]=[C:33]1[N:37]([CH:38]2[CH2:43][CH2:42][CH2:41][N:40]([C:44]([O:46][C:47]([CH3:50])([CH3:49])[CH3:48])=[O:45])[CH2:39]2)[C:36]2[CH:51]=[CH:52][CH:53]=[CH:54][C:35]=2[NH:34]1.